This data is from Catalyst prediction with 721,799 reactions and 888 catalyst types from USPTO. The task is: Predict which catalyst facilitates the given reaction. Reactant: [CH3:1][O:2][C:3]1[C:8]([O:9][CH3:10])=[C:7]([O:11]CC2C=CC=CC=2)[C:6]([CH3:19])=[C:5]([CH2:20][CH2:21][CH2:22][CH2:23][CH2:24][CH2:25][CH2:26][CH2:27][CH2:28][O:29][S:30]([C:33]2[CH:39]=[CH:38][C:36]([CH3:37])=[CH:35][CH:34]=2)(=[O:32])=[O:31])[N:4]=1.[H][H]. Product: [CH3:1][O:2][C:3]1[C:8]([O:9][CH3:10])=[C:7]([OH:11])[C:6]([CH3:19])=[C:5]([CH2:20][CH2:21][CH2:22][CH2:23][CH2:24][CH2:25][CH2:26][CH2:27][CH2:28][O:29][S:30]([C:33]2[CH:39]=[CH:38][C:36]([CH3:37])=[CH:35][CH:34]=2)(=[O:31])=[O:32])[N:4]=1. The catalyst class is: 29.